This data is from Catalyst prediction with 721,799 reactions and 888 catalyst types from USPTO. The task is: Predict which catalyst facilitates the given reaction. Reactant: [CH2:1]([C:5]1[N:6]=[C:7]([CH2:27][O:28][CH3:29])[NH:8][C:9](=[O:26])[C:10]=1[CH2:11][C:12]1[CH:17]=[CH:16][C:15]([C:18]2[C:19]([C:24]#[N:25])=[CH:20][CH:21]=[CH:22][CH:23]=2)=[CH:14][CH:13]=1)[CH2:2][CH2:3][CH3:4].C(=O)([O-])[O-].[Cs+].[Cs+].I[CH2:37][C:38]([CH3:41])([CH3:40])[CH3:39].CN(C)C(=O)C. Product: [CH2:1]([C:5]1[N:6]=[C:7]([CH2:27][O:28][CH3:29])[N:8]([CH2:37][C:38]([CH3:41])([CH3:40])[CH3:39])[C:9](=[O:26])[C:10]=1[CH2:11][C:12]1[CH:17]=[CH:16][C:15]([C:18]2[C:19]([C:24]#[N:25])=[CH:20][CH:21]=[CH:22][CH:23]=2)=[CH:14][CH:13]=1)[CH2:2][CH2:3][CH3:4]. The catalyst class is: 13.